Task: Predict the product of the given reaction.. Dataset: Forward reaction prediction with 1.9M reactions from USPTO patents (1976-2016) (1) Given the reactants Cl[C:2]1[C:3]2[C:4](=[CH:18][N:19](CC3C=CC(OC)=CC=3)[N:20]=2)[N:5]=[C:6]([C:8]2[CH:9]=[C:10]([S:14]([NH2:17])(=[O:16])=[O:15])[CH:11]=[CH:12][CH:13]=2)[N:7]=1.[CH3:30][O:31][C:32]1[CH:33]=[C:34]([CH:36]=[CH:37][C:38]=1[N:39]1[CH2:44][CH2:43][O:42][CH2:41][CH2:40]1)[NH2:35].Cl, predict the reaction product. The product is: [CH3:30][O:31][C:32]1[CH:33]=[C:34]([NH:35][C:2]2[C:3]3[NH:20][N:19]=[CH:18][C:4]=3[N:5]=[C:6]([C:8]3[CH:9]=[C:10]([S:14]([NH2:17])(=[O:15])=[O:16])[CH:11]=[CH:12][CH:13]=3)[N:7]=2)[CH:36]=[CH:37][C:38]=1[N:39]1[CH2:44][CH2:43][O:42][CH2:41][CH2:40]1. (2) Given the reactants [NH:1]1[CH2:6][CH2:5][CH:4]([NH:7][C:8](=[O:14])[O:9][C:10]([CH3:13])([CH3:12])[CH3:11])[CH2:3][CH2:2]1.[F:15][CH2:16][C:17](OCC)=[O:18], predict the reaction product. The product is: [F:15][CH2:16][C:17]([N:1]1[CH2:2][CH2:3][CH:4]([NH:7][C:8](=[O:14])[O:9][C:10]([CH3:11])([CH3:13])[CH3:12])[CH2:5][CH2:6]1)=[O:18]. (3) Given the reactants [Br:1]N1C(=O)NC(=O)N(Br)C1=O.[F:12][C:13]1[C:18]([OH:19])=[C:17]([CH:20]=[O:21])[CH:16]=[CH:15][C:14]=1[C:22]1[CH:27]=[CH:26][C:25]([F:28])=[CH:24][CH:23]=1.O, predict the reaction product. The product is: [Br:1][C:15]1[C:14]([C:22]2[CH:27]=[CH:26][C:25]([F:28])=[CH:24][CH:23]=2)=[C:13]([F:12])[C:18]([OH:19])=[C:17]([CH:20]=[O:21])[CH:16]=1. (4) Given the reactants Br[C:2]1[CH:8]=[CH:7][C:5]([NH2:6])=[C:4]([Cl:9])[CH:3]=1.[N:10]1[CH:15]=[CH:14][CH:13]=[C:12](B(O)O)[CH:11]=1, predict the reaction product. The product is: [Cl:9][C:4]1[CH:3]=[C:2]([C:12]2[CH:11]=[N:10][CH:15]=[CH:14][CH:13]=2)[CH:8]=[CH:7][C:5]=1[NH2:6]. (5) Given the reactants C(O)(C(F)(F)F)=[O:2].C([O:12][C:13](=[O:44])[CH2:14][O:15][CH2:16][CH2:17][O:18][CH2:19][CH2:20][O:21][CH2:22][CH2:23][O:24][CH2:25][CH2:26][O:27][CH2:28][CH2:29][O:30][CH2:31][CH2:32][NH:33][C:34]([O:36][CH2:37][C:38]1[CH:43]=[CH:42][CH:41]=[CH:40][CH:39]=1)=[O:35])(C)(C)C, predict the reaction product. The product is: [NH4+:33].[OH-:2].[CH2:37]([O:36][C:34]([NH:33][CH2:32][CH2:31][O:30][CH2:29][CH2:28][O:27][CH2:26][CH2:25][O:24][CH2:23][CH2:22][O:21][CH2:20][CH2:19][O:18][CH2:17][CH2:16][O:15][CH2:14][C:13]([OH:44])=[O:12])=[O:35])[C:38]1[CH:39]=[CH:40][CH:41]=[CH:42][CH:43]=1. (6) Given the reactants COC1C=C(C=C([N+]([O-])=O)C=1)C=O.C(NC(C1CCNCC1)=O)(C)(C)C.[C:27]([NH:31][C:32]([CH:34]1[CH2:39][CH2:38][N:37]([CH2:40][C:41]2[CH:46]=[C:45]([N+:47]([O-])=O)[CH:44]=[C:43]([O:50][CH3:51])[CH:42]=2)[CH2:36][CH2:35]1)=[O:33])([CH3:30])([CH3:29])[CH3:28], predict the reaction product. The product is: [C:27]([NH:31][C:32]([CH:34]1[CH2:35][CH2:36][N:37]([CH2:40][C:41]2[CH:42]=[C:43]([O:50][CH3:51])[CH:44]=[C:45]([NH2:47])[CH:46]=2)[CH2:38][CH2:39]1)=[O:33])([CH3:30])([CH3:29])[CH3:28].